Dataset: Forward reaction prediction with 1.9M reactions from USPTO patents (1976-2016). Task: Predict the product of the given reaction. (1) The product is: [CH3:1][S:2]([C:3]1[CH:8]=[CH:7][CH:6]=[CH:5][C:4]=1[N:9]1[CH2:24][CH:12]2[CH2:13][N:14]([C:17]([O:19][C:20]([CH3:22])([CH3:21])[CH3:23])=[O:18])[CH2:15][CH2:16][N:11]2[C:10]1=[O:25])(=[O:34])=[O:37]. Given the reactants [CH3:1][S:2][C:3]1[CH:8]=[CH:7][CH:6]=[CH:5][C:4]=1[N:9]1[CH2:24][CH:12]2[CH2:13][N:14]([C:17]([O:19][C:20]([CH3:23])([CH3:22])[CH3:21])=[O:18])[CH2:15][CH2:16][N:11]2[C:10]1=[O:25].ClC1C=CC=C(C(OO)=[O:34])C=1.[OH2:37], predict the reaction product. (2) The product is: [O:10]=[C:11]1[CH:17]([CH2:18][C:19]([O:21][CH3:22])=[O:20])[CH2:16][C:15]2[CH:23]=[CH:24][C:25]([O:27][CH2:28][CH2:29][CH2:30][N:31]([C:32]3[CH:37]=[CH:36][CH:35]=[CH:34][N:33]=3)[C:1](=[O:8])[C:2]3[CH:7]=[CH:6][CH:5]=[CH:4][CH:3]=3)=[CH:26][C:14]=2[CH2:13][N:12]1[CH2:38][C:39]1[CH:44]=[CH:43][C:42]([C:45]([F:48])([F:46])[F:47])=[CH:41][CH:40]=1. Given the reactants [C:1](Cl)(=[O:8])[C:2]1[CH:7]=[CH:6][CH:5]=[CH:4][CH:3]=1.[O:10]=[C:11]1[CH:17]([CH2:18][C:19]([O:21][CH3:22])=[O:20])[CH2:16][C:15]2[CH:23]=[CH:24][C:25]([O:27][CH2:28][CH2:29][CH2:30][NH:31][C:32]3[CH:37]=[CH:36][CH:35]=[CH:34][N:33]=3)=[CH:26][C:14]=2[CH2:13][N:12]1[CH2:38][C:39]1[CH:44]=[CH:43][C:42]([C:45]([F:48])([F:47])[F:46])=[CH:41][CH:40]=1.C(N(C(C)C)CC)(C)C, predict the reaction product. (3) Given the reactants Br[C:2]1[CH:24]=[CH:23][C:5]([C:6]([N:8]2[CH2:13][CH2:12][N:11]([C:14]3[C:21]([CH3:22])=[CH:20][C:17]([C:18]#[N:19])=[CH:16][N:15]=3)[CH2:10][CH2:9]2)=[O:7])=[C:4]([CH3:25])[CH:3]=1.[O:26]1[CH2:30][CH2:29][NH:28][C:27]1=[O:31], predict the reaction product. The product is: [C:18]([C:17]1[CH:20]=[C:21]([CH3:22])[C:14]([N:11]2[CH2:12][CH2:13][N:8]([C:6]([C:5]3[CH:23]=[CH:24][C:2]([N:28]4[CH2:29][CH2:30][O:26][C:27]4=[O:31])=[CH:3][C:4]=3[CH3:25])=[O:7])[CH2:9][CH2:10]2)=[N:15][CH:16]=1)#[N:19]. (4) Given the reactants [C:1]([C:4]1[CH:5]=[C:6](B(O)O)[CH:7]=[CH:8][CH:9]=1)([OH:3])=[O:2].Cl[C:14]1[N:19]=[C:18]([S:20][CH3:21])[N:17]=[C:16]([NH:22][CH2:23][CH2:24][C:25]2[CH:30]=[CH:29][C:28]([O:31][CH3:32])=[C:27]([O:33][CH3:34])[CH:26]=2)[CH:15]=1, predict the reaction product. The product is: [CH3:34][O:33][C:27]1[CH:26]=[C:25]([CH2:24][CH2:23][NH:22][C:16]2[N:17]=[C:18]([S:20][CH3:21])[N:19]=[C:14]([C:6]3[CH:5]=[C:4]([CH:9]=[CH:8][CH:7]=3)[C:1]([OH:3])=[O:2])[CH:15]=2)[CH:30]=[CH:29][C:28]=1[O:31][CH3:32].